Predict the product of the given reaction. From a dataset of Forward reaction prediction with 1.9M reactions from USPTO patents (1976-2016). (1) Given the reactants C(C1C=CC(C(NC2C=CC(C3C=C4C(CN([C@@H](C(C)C)C(O)=O)C4=O)=CC=3)=NC=2)=O)=CC=1)(C)(C)C.[CH2:37]([O:41][C:42]1[CH:75]=[CH:74][C:45]([C:46]([NH:48][C:49]2[CH:54]=[CH:53][C:52]([C:55]3[CH:63]=[C:62]4[C:58]([CH2:59][N:60]([C@@H:65]([CH:70]([CH3:72])[CH3:71])[C:66]([O:68]C)=[O:67])[C:61]4=[O:64])=[CH:57][CH:56]=3)=[C:51]([CH3:73])[CH:50]=2)=[O:47])=[CH:44][CH:43]=1)[CH2:38][CH2:39][CH3:40], predict the reaction product. The product is: [CH2:37]([O:41][C:42]1[CH:75]=[CH:74][C:45]([C:46]([NH:48][C:49]2[CH:54]=[CH:53][C:52]([C:55]3[CH:63]=[C:62]4[C:58]([CH2:59][N:60]([C@@H:65]([CH:70]([CH3:72])[CH3:71])[C:66]([OH:68])=[O:67])[C:61]4=[O:64])=[CH:57][CH:56]=3)=[C:51]([CH3:73])[CH:50]=2)=[O:47])=[CH:44][CH:43]=1)[CH2:38][CH2:39][CH3:40]. (2) Given the reactants [CH:1]1[C:10]2[C:5](=[CH:6][C:7]([C:11]([OH:13])=[O:12])=[CH:8][CH:9]=2)[CH:4]=[CH:3][C:2]=1[C:14]([OH:16])=[O:15].N12CCCN=[C:23]1[CH2:22][CH2:21][CH2:20][CH2:19][CH2:18]2.[CH2:28](Br)[C:29]1[CH:34]=[CH:33][CH:32]=[CH:31][CH:30]=1.[CH3:36]CN(CC)CC, predict the reaction product. The product is: [CH2:28]([O:12][C:11]([C:7]1[CH:8]=[CH:9][C:10]2[C:5](=[CH:4][CH:3]=[C:2]([C:14]([O:16][CH2:36][C:23]3[CH:22]=[CH:21][CH:20]=[CH:19][CH:18]=3)=[O:15])[CH:1]=2)[CH:6]=1)=[O:13])[C:29]1[CH:34]=[CH:33][CH:32]=[CH:31][CH:30]=1. (3) Given the reactants C[O:2][C:3]([C:5]1[CH:10]=[CH:9][C:8]([C:11]2[CH:16]=[CH:15][CH:14]=[CH:13][CH:12]=2)=[C:7]([CH3:17])[CH:6]=1)=[O:4].[OH-].[Na+], predict the reaction product. The product is: [CH3:17][C:7]1[CH:6]=[C:5]([C:3]([OH:4])=[O:2])[CH:10]=[CH:9][C:8]=1[C:11]1[CH:16]=[CH:15][CH:14]=[CH:13][CH:12]=1. (4) The product is: [CH3:26][O:27][C:28](=[O:35])[C:29]([NH:31][C:32](=[O:34])[CH3:33])=[CH:30][C:52]1[CH:53]=[CH:54][C:55]2[N:46]([CH2:45][CH2:44][CH2:43][NH:42][C:41]([O:40][C:36]([CH3:37])([CH3:38])[CH3:39])=[O:68])[C:47](=[O:67])[C:48]3=[C:59]([CH3:60])[N:58]([CH:61]4[CH2:66][CH2:65][CH2:64][CH2:63][O:62]4)[N:57]=[C:49]3[C:50]=2[CH:51]=1. Given the reactants C([O-])([O-])=O.[K+].[K+].C1C=CC(P(C2C=CC=CC=2)C2C=CC=CC=2)=CC=1.[CH3:26][O:27][C:28](=[O:35])[C:29]([NH:31][C:32](=[O:34])[CH3:33])=[CH2:30].[C:36]([O:40][C:41](=[O:68])[NH:42][CH2:43][CH2:44][CH2:45][N:46]1[C:55]2[CH:54]=[CH:53][C:52](I)=[CH:51][C:50]=2[C:49]2=[N:57][N:58]([CH:61]3[CH2:66][CH2:65][CH2:64][CH2:63][O:62]3)[C:59]([CH3:60])=[C:48]2[C:47]1=[O:67])([CH3:39])([CH3:38])[CH3:37], predict the reaction product. (5) Given the reactants [Br:1][C:2]1[CH:24]=[CH:23][C:5]([CH2:6][NH:7][C:8]2[N:16]=[C:15](Cl)[N:14]=[C:13]3[C:9]=2[N:10]=[CH:11][N:12]3[CH:18]2[CH2:22][CH2:21][CH2:20][CH2:19]2)=[CH:4][CH:3]=1.[NH2:25][C@H:26]1[CH2:31][CH2:30][C@H:29]([NH2:32])[CH2:28][CH2:27]1.O, predict the reaction product. The product is: [NH2:25][CH:26]1[CH2:31][CH2:30][CH:29]([NH:32][C:15]2[N:14]=[C:13]3[C:9]([N:10]=[CH:11][N:12]3[CH:18]3[CH2:22][CH2:21][CH2:20][CH2:19]3)=[C:8]([NH:7][CH2:6][C:5]3[CH:23]=[CH:24][C:2]([Br:1])=[CH:3][CH:4]=3)[N:16]=2)[CH2:28][CH2:27]1.